From a dataset of Full USPTO retrosynthesis dataset with 1.9M reactions from patents (1976-2016). Predict the reactants needed to synthesize the given product. (1) The reactants are: [Cl:1][C:2]1[N:7]=[N:6][C:5]([CH:8]=[CH2:9])=[C:4]([C:10]2[NH:11][C:12]3[C:17]([CH:18]=2)=[C:16]([F:19])[CH:15]=[CH:14][CH:13]=3)[CH:3]=1.C([O-])(O)=O.[Na+].[ClH:25].O1CCOCC1. Given the product [Cl:1][C:2]1[N:7]=[N:6][C:5]([CH2:8][CH2:9][Cl:25])=[C:4]([C:10]2[NH:11][C:12]3[C:17]([CH:18]=2)=[C:16]([F:19])[CH:15]=[CH:14][CH:13]=3)[CH:3]=1, predict the reactants needed to synthesize it. (2) Given the product [CH2:1]([C:3]1[C:11]2[C:6](=[CH:7][C:8]([C:12]([O:14][CH3:17])=[O:13])=[CH:9][CH:10]=2)[NH:5][N:4]=1)[CH3:2], predict the reactants needed to synthesize it. The reactants are: [CH2:1]([C:3]1[C:11]2[C:6](=[CH:7][C:8]([C:12]([OH:14])=[O:13])=[CH:9][CH:10]=2)[NH:5][N:4]=1)[CH3:2].N1C2C(=CC=CC=2)[CH:17]=N1.CO.CCN=C=NCCCN(C)C.Cl. (3) Given the product [Cl:23][CH2:24][C:25]([N:11]1[CH2:10][CH2:9][N:8]([C:5]2[CH:6]=[CH:7][C:2]([Cl:1])=[C:3]([O:14][CH3:15])[CH:4]=2)[CH2:13][CH2:12]1)=[O:26], predict the reactants needed to synthesize it. The reactants are: [Cl:1][C:2]1[CH:7]=[CH:6][C:5]([N:8]2[CH2:13][CH2:12][NH:11][CH2:10][CH2:9]2)=[CH:4][C:3]=1[O:14][CH3:15].CCN(CC)CC.[Cl:23][CH2:24][C:25](Cl)=[O:26].C(Cl)Cl. (4) Given the product [NH2:20][C:17]1[CH:18]=[CH:19][C:14]([CH:11]2[CH2:12][CH2:13][N:8]([C:6]([O:5][C:1]([CH3:3])([CH3:2])[CH3:4])=[O:7])[CH2:9][CH2:10]2)=[C:15]([CH3:23])[CH:16]=1, predict the reactants needed to synthesize it. The reactants are: [C:1]([O:5][C:6]([N:8]1[CH2:13][CH2:12][C:11]([C:14]2[CH:19]=[CH:18][C:17]([N+:20]([O-])=O)=[CH:16][C:15]=2[CH3:23])=[CH:10][CH2:9]1)=[O:7])([CH3:4])([CH3:3])[CH3:2].NC1C=CC(C2CCN(C(OC(C)(C)C)=O)CC2)=C(C)C=1. (5) Given the product [CH3:19][N:20]([CH2:2][C:3]1[NH:7][C:6]2[CH:8]=[C:9]([N+:16]([O-:18])=[O:17])[CH:10]=[C:11]([C:12]([O:14][CH3:15])=[O:13])[C:5]=2[N:4]=1)[CH3:21], predict the reactants needed to synthesize it. The reactants are: Cl[CH2:2][C:3]1[NH:7][C:6]2[CH:8]=[C:9]([N+:16]([O-:18])=[O:17])[CH:10]=[C:11]([C:12]([O:14][CH3:15])=[O:13])[C:5]=2[N:4]=1.[CH3:19][NH:20][CH3:21].CO. (6) Given the product [N:17]1([CH2:21][C@@H:22]([NH:23][C:2]2[C:3]3[N:11]=[CH:10][CH:9]=[C:8]([C:12]([NH2:14])=[O:13])[C:4]=3[N:5]=[CH:6][N:7]=2)[C:24]2[CH:29]=[CH:28][C:27]([Cl:30])=[C:26]([C:31]([F:32])([F:33])[F:34])[CH:25]=2)[CH2:20][CH2:19][CH2:18]1, predict the reactants needed to synthesize it. The reactants are: O[C:2]1[C:3]2[N:11]=[CH:10][CH:9]=[C:8]([C:12]([NH2:14])=[O:13])[C:4]=2[N:5]=[CH:6][N:7]=1.Cl.Cl.[N:17]1([CH2:21][C@H:22]([C:24]2[CH:29]=[CH:28][C:27]([Cl:30])=[C:26]([C:31]([F:34])([F:33])[F:32])[CH:25]=2)[NH2:23])[CH2:20][CH2:19][CH2:18]1. (7) Given the product [CH:1]([C:4]1[C:8]([CH2:9][CH2:10][O:11][C:23]2[C:28]([O:29][CH3:30])=[CH:27][CH:26]=[CH:25][C:24]=2[CH2:31][C:32]([OH:34])=[O:33])=[CH:7][N:6]([C:12]2[CH:17]=[CH:16][C:15]([C:18]([F:20])([F:19])[F:21])=[CH:14][N:13]=2)[N:5]=1)([CH3:3])[CH3:2], predict the reactants needed to synthesize it. The reactants are: [CH:1]([C:4]1[C:8]([CH2:9][CH2:10][OH:11])=[CH:7][N:6]([C:12]2[CH:17]=[CH:16][C:15]([C:18]([F:21])([F:20])[F:19])=[CH:14][N:13]=2)[N:5]=1)([CH3:3])[CH3:2].O[C:23]1[C:28]([O:29][CH3:30])=[CH:27][CH:26]=[CH:25][C:24]=1[CH2:31][C:32]([O:34]C)=[O:33].C(P(CCCC)CCCC)CCC.N(C(N1CCCCC1)=O)=NC(N1CCCCC1)=O.